From a dataset of CYP2D6 inhibition data for predicting drug metabolism from PubChem BioAssay. Regression/Classification. Given a drug SMILES string, predict its absorption, distribution, metabolism, or excretion properties. Task type varies by dataset: regression for continuous measurements (e.g., permeability, clearance, half-life) or binary classification for categorical outcomes (e.g., BBB penetration, CYP inhibition). Dataset: cyp2d6_veith. The compound is CCOc1ccc(OCC)c(-c2c(=O)n(OCc3ccccc3C(=O)OC)c3ccccc3[n+]2[O-])c1. The result is 0 (non-inhibitor).